Dataset: CYP1A2 inhibition data for predicting drug metabolism from PubChem BioAssay. Task: Regression/Classification. Given a drug SMILES string, predict its absorption, distribution, metabolism, or excretion properties. Task type varies by dataset: regression for continuous measurements (e.g., permeability, clearance, half-life) or binary classification for categorical outcomes (e.g., BBB penetration, CYP inhibition). Dataset: cyp1a2_veith. The molecule is NC(=NCCc1ccc(I)cc1)SCCCc1cnc[nH]1. The result is 1 (inhibitor).